This data is from Full USPTO retrosynthesis dataset with 1.9M reactions from patents (1976-2016). The task is: Predict the reactants needed to synthesize the given product. The reactants are: C(OC([N:8]1[CH2:13][CH:12]=[C:11]([C:14]2[N:15]=[C:16]([CH:24]3[CH2:27][CH2:26][CH2:25]3)[N:17]3[CH:22]=[CH:21][N:20]=[C:19]([NH2:23])[C:18]=23)[CH2:10][CH2:9]1)=O)(C)(C)C.Cl. Given the product [CH:24]1([C:16]2[N:17]3[CH:22]=[CH:21][N:20]=[C:19]([NH2:23])[C:18]3=[C:14]([C:11]3[CH2:12][CH2:13][NH:8][CH2:9][CH:10]=3)[N:15]=2)[CH2:27][CH2:26][CH2:25]1, predict the reactants needed to synthesize it.